Dataset: Peptide-MHC class I binding affinity with 185,985 pairs from IEDB/IMGT. Task: Regression. Given a peptide amino acid sequence and an MHC pseudo amino acid sequence, predict their binding affinity value. This is MHC class I binding data. (1) The peptide sequence is NYSPIFNVDV. The MHC is H-2-Db with pseudo-sequence H-2-Db. The binding affinity (normalized) is 0. (2) The peptide sequence is WMMWYWGPSL. The binding affinity (normalized) is 0.101. The MHC is Mamu-B01 with pseudo-sequence Mamu-B01. (3) The peptide sequence is PVLEKKVCA. The MHC is HLA-A02:06 with pseudo-sequence HLA-A02:06. The binding affinity (normalized) is 0. (4) The peptide sequence is KSLTTTMQFK. The MHC is HLA-B44:03 with pseudo-sequence HLA-B44:03. The binding affinity (normalized) is 0.0847.